Dataset: Full USPTO retrosynthesis dataset with 1.9M reactions from patents (1976-2016). Task: Predict the reactants needed to synthesize the given product. The reactants are: Cl[C:2]1[CH:7]=[C:6]([C:8]2[CH:13]=[C:12]([Cl:14])[CH:11]=[CH:10][C:9]=2[O:15][CH2:16][CH3:17])[N:5]=[C:4]([NH2:18])[N:3]=1.[F:19][C:20]([F:29])([F:28])[C:21]1[CH:26]=[CH:25][C:24]([NH2:27])=[CH:23][CH:22]=1. Given the product [Cl:14][C:12]1[CH:11]=[CH:10][C:9]([O:15][CH2:16][CH3:17])=[C:8]([C:6]2[N:5]=[C:4]([NH2:18])[N:3]=[C:2]([NH:27][C:24]3[CH:25]=[CH:26][C:21]([C:20]([F:19])([F:28])[F:29])=[CH:22][CH:23]=3)[CH:7]=2)[CH:13]=1, predict the reactants needed to synthesize it.